From a dataset of Catalyst prediction with 721,799 reactions and 888 catalyst types from USPTO. Predict which catalyst facilitates the given reaction. (1) Reactant: [Br:1][C:2]1[CH:11]=[CH:10][CH:9]=[C:8]2[C:3]=1[CH:4]=[CH:5][C:6]([S:12](Cl)(=[O:14])=[O:13])=[CH:7]2.C(Cl)Cl.[F:19][C:20]([F:24])([F:23])[CH2:21][OH:22].C(N(CC)CC)C. Product: [Br:1][C:2]1[CH:11]=[CH:10][CH:9]=[C:8]2[C:3]=1[CH:4]=[CH:5][C:6]([S:12]([O:22][CH2:21][C:20]([F:24])([F:23])[F:19])(=[O:13])=[O:14])=[CH:7]2. The catalyst class is: 25. (2) Reactant: [CH2:1]([O:8][C:9]1[CH:10]=[C:11]([CH:28]=[C:29]([O:31][CH2:32][C:33]2[CH:38]=[CH:37][CH:36]=[CH:35][CH:34]=2)[CH:30]=1)[C:12]1[O:13][C:14]2[C:19]([C:20](=[O:22])[CH:21]=1)=[CH:18][CH:17]=[C:16]([O:23][CH2:24][CH:25]1[O:27][CH2:26]1)[CH:15]=2)[C:2]1[CH:7]=[CH:6][CH:5]=[CH:4][CH:3]=1.[C:39]([NH2:43])([CH3:42])([CH3:41])[CH3:40]. Product: [C:39]([NH:43][CH2:26][CH:25]([OH:27])[CH2:24][O:23][C:16]1[CH:15]=[C:14]2[C:19]([C:20](=[O:22])[CH:21]=[C:12]([C:11]3[CH:28]=[C:29]([O:31][CH2:32][C:33]4[CH:34]=[CH:35][CH:36]=[CH:37][CH:38]=4)[CH:30]=[C:9]([O:8][CH2:1][C:2]4[CH:7]=[CH:6][CH:5]=[CH:4][CH:3]=4)[CH:10]=3)[O:13]2)=[CH:18][CH:17]=1)([CH3:42])([CH3:41])[CH3:40]. The catalyst class is: 5. (3) Reactant: [C:1]([O:5][CH2:6][CH:7]([CH2:12][CH3:13])[CH2:8][CH2:9][CH2:10][CH3:11])(=[O:4])[CH:2]=[CH2:3].[OH:14][CH2:15][CH2:16][NH:17][C:18](=[O:21])[CH:19]=[CH2:20].[C:22]([O:27][CH2:28][CH2:29][O:30][C:31](=[O:36])[CH2:32][C:33]([CH3:35])=[O:34])(=[O:26])[C:23]([CH3:25])=[CH2:24].N(C(C)(C)C#N)=NC(C)(C)C#N. Product: [C:1]([O:5][CH2:6][CH:7]([CH2:12][CH3:13])[CH2:8][CH2:9][CH2:10][CH3:11])(=[O:4])[CH:2]=[CH2:3].[OH:14][CH2:15][CH2:16][NH:17][C:18](=[O:21])[CH:19]=[CH2:20].[C:22]([O:27][CH2:28][CH2:29][O:30][C:31](=[O:36])[CH2:32][C:33]([CH3:35])=[O:34])(=[O:26])[C:23]([CH3:25])=[CH2:24]. The catalyst class is: 13. (4) Reactant: N1C=CC=CC=1.[F:7][C:8]1[C:17]2[C:12](=[CH:13][CH:14]=[C:15]([F:19])[C:16]=2[F:18])[CH:11]=[CH:10][C:9]=1[OH:20].[F:21][C:22]([F:28])([F:27])[S:23](O)(=[O:25])=[O:24]. Product: [F:21][C:22]([F:28])([F:27])[S:23]([O:20][C:9]1[CH:10]=[CH:11][C:12]2[C:17](=[C:16]([F:18])[C:15]([F:19])=[CH:14][CH:13]=2)[C:8]=1[F:7])(=[O:25])=[O:24]. The catalyst class is: 46.